From a dataset of HIV replication inhibition screening data with 41,000+ compounds from the AIDS Antiviral Screen. Binary Classification. Given a drug SMILES string, predict its activity (active/inactive) in a high-throughput screening assay against a specified biological target. (1) The molecule is CCC12C=CCN3CCC4(c5cc(C6(C(=O)OC)CCCCCc7c6[nH]c6ccccc76)c(OC)cc5N(C)C4C(O)(C(=O)OC)C1OC(C)=O)C32. The result is 0 (inactive). (2) The molecule is N#Cc1c(S)nc(-c2ccccc2)nc1SCc1ccccc1. The result is 0 (inactive). (3) The drug is OC1CSCCCSCCSCCCSC1. The result is 0 (inactive). (4) The molecule is CNC(=O)Nc1ccc(Cl)cn1. The result is 0 (inactive). (5) The compound is c1ccc(SCc2ccc3c(c2)OCO3)cc1. The result is 0 (inactive). (6) The compound is Cc1noc(NS(=O)(=O)c2ccc(NC(=S)NC=C(C#N)C(N)=O)cc2)c1C. The result is 0 (inactive). (7) The compound is CCOC(=O)C1(C(=O)OCC)C(C(C)(C)C)=C(C)c2ccccc21. The result is 0 (inactive).